The task is: Binary Classification. Given a miRNA mature sequence and a target amino acid sequence, predict their likelihood of interaction.. This data is from Experimentally validated miRNA-target interactions with 360,000+ pairs, plus equal number of negative samples. (1) The miRNA is hsa-miR-4660 with sequence UGCAGCUCUGGUGGAAAAUGGAG. The protein sequence of the target gene is MLSPNDKMLGKLDPFYQPSVSKQKTSAEIISEARNALRTVRTQRPFTPQEAQRKLFGPASSRTSENRPPSSFSLHASSFESSDSRPISGTRLSPLELKPKVPASPTREEDSCFSFPKPPVDPAKIRRVSNARARLFRAASQRALLPDRSLPPSDSKKTVESKETVMMGDSMVKINGIYLTKSNAICHLKSHPLQLTDDGGFSEIKEQEMFKGTTSLPSHLKNGGDQGKRHARASSCPSSSDLSRLQTKAVPKADLQEEDAEIEVDEVFWNTRIVPILRELEKEENIETVCAACTQLHHAL.... Result: 0 (no interaction). (2) The miRNA is hsa-miR-3192-5p with sequence UCUGGGAGGUUGUAGCAGUGGAA. The protein sequence of the target gene is MHLSAVFNALLVSVLAAVLWKHVRLREHAATLEEELALGQQSLDPVLGLKIDYPKALQILMEGGTHMVCTGRTHTDRICRFKWLCYSNEAEEFIFFHGNSSVMLPNLGSRRFQPALLDLSTVEDHNAQYFNFVELPAAALRFMPKPVFVPDVALIANRFNPDNLMHVFHDDLLPLFYTLRQFPGLAQEARLFFMEGWGEGAHFDLYKLLSPKQPLLRAQLKTLGRLLCFSHAFVGLSKVTTWYQYGFVQPQGPKANILVSGNEIRQFTRFMTERLNVSHAGAPLGEEYILVFSRTQNRLI.... Result: 0 (no interaction). (3) The miRNA is hsa-miR-361-5p with sequence UUAUCAGAAUCUCCAGGGGUAC. The protein sequence of the target gene is MRSSCVLLTALVALAAYYVYIPLPGSVSDPWKLMLLDATFRGAQQVSNLIHYLGLSHHLLALNFIIVSFGKKSAWSSAQVKVTDTDFDGVEVRVFEGPPKPEEPLKRSVVYIHGGGWALASAKIRYYDELCTAMAEELNAVIVSIEYRLVPKVYFPEQIHDVVRATKYFLKPEVLQKYMVDPGRICISGDSAGGNLAAALGQQFTQDASLKNKLKLQALIYPVLQALDFNTPSYQQNVNTPILPRYVMVKYWVDYFKGNYDFVQAMIVNNHTSLDVEEAAAVRARLNWTSLLPASFTKNY.... Result: 1 (interaction). (4) The miRNA is mmu-miR-146b-5p with sequence UGAGAACUGAAUUCCAUAGGCU. The protein sequence of the target gene is MAISTGLFLLLGLLGQPWAGAAADSQAVVCEGTACYTAHWGKLSAAEAQHRCNENGGNLATVKSEEEARHVQQALTQLLKTKAPLEAKMGKFWIGLQREKGNCTYHDLPMRGFSWVGGGEDTAYSNWYKASKSSCIFKRCVSLILDLSLTPHPSHLPKWHESPCGTPEAPGNSIEGFLCKFNFKGMCRPLALGGPGRVTYTTPFQATTSSLEAVPFASVANVACGDEAKSETHYFLCNEKTPGIFHWGSSGPLCVSPKFGCSFNNGGCQQDCFEGGDGSFRCGCRPGFRLLDDLVTCASR.... Result: 1 (interaction). (5) The miRNA is hsa-miR-1287-5p with sequence UGCUGGAUCAGUGGUUCGAGUC. The protein sequence of the target gene is MSSTRSQNPHGLKQIGLDQIWDDLRAGIQQVYTRQSMAKSRYMELYTHVYNYCTSVHQSNQARGAGVPPSKSKKGQTPGGAQFVGLELYKRLKEFLKNYLTNLLKDGEDLMDESVLKFYTQQWEDYRFSSKVLNGICAYLNRHWVRRECDEGRKGIYEIYSLALVTWRDCLFRPLNKQVTNAVLKLIEKERNGETINTRLISGVVQSYVELGLNEDDAFAKGPTLTVYKESFESQFLADTERFYTRESTEFLQQNPVTEYMKKAEARLLEEQRRVQVYLHESTQDELARKCEQVLIEKHL.... Result: 0 (no interaction). (6) The miRNA is mmu-miR-7013-3p with sequence CCACACUUACUGUUGCCUCUUCCU. The protein sequence of the target gene is MDTRTPEVPCGDLLQNAAENLLLEVEEHFQALTTTLNLRMEEMGSRIEDLQRNVDDLMTQAGIENSIKEPAT. Result: 0 (no interaction). (7) The miRNA is hsa-miR-6499-3p with sequence AGCAGUGUUUGUUUUGCCCACA. The protein sequence of the target gene is MLGLLVALLALGLAVFALLDVWYLVRLPCAVLRARLLQPRVRDLLAEQRFPGRVLPSDLDLLLHMNNARYLREADFARVAHLTRCGVLGALRELRAHTVLAASCARHRRSLRLLEPFEVRTRLLGWDDRAFYLEARFVSLRDGFVCALLRFRQHLLGTSPERVVQHLCQRRVEPPELPADLQHWISYNEASSQLLRMESGLSDVTKDQ. Result: 1 (interaction). (8) The miRNA is mmu-miR-362-3p with sequence AACACACCUGUUCAAGGAUUCA. The protein sequence of the target gene is MAGPSWGLPRLDGFILTERLGSGTYATVYKAYAKKDTREVVAIKCVAKKSLNKASVENLLTEIEILKGIRHPHIVQLKDFQWDNDNIYLIMEFCAGGDLSRFIHTRRILPEKVARVFMQQLASALQFLHERNISHLDLKPQNILLSSLEKPHLKLADFGFAQHMSPWDEKHVLRGSPLYMAPEMVCRRQYDARVDLWSVGVILYEALFGQPPFASRSFSELEEKIRSNRVIELPLRPQLSLDCRDLLQRLLERDPARRISFKDFFAHPWVDLEHMPSGESLAQARALVVEAVKKDQEGDA.... Result: 1 (interaction). (9) The miRNA is mmu-miR-485-5p with sequence AGAGGCUGGCCGUGAUGAAUUC. Result: 0 (no interaction). The protein sequence of the target gene is MAESSSESDHFRCRDRLSPWAARSTHRGTRSLPTVEVTEKVNTITSTLQDTSRNLRQVDQMLGRYREYSNGQAGAIEHLKESLEQSIDQLRSQRLLRNSGGRSISVTSLSASDLDGGTGSELHHFPPTSPLKDYGDPQGIKRMRSRTGVRFVQETDDMTQLHGFHQSLRDLSSEQIRLGDDFNRELSRRSRSDAETKRALEELTEKLNEAQKQEVVSDRVERRLQELEREMRTERELVERRQDQLGLMSLQLQEALKKQEAKADEHEGAIKNKLRQTETEKNQLEQELELSRRLLNQSEG....